Dataset: Forward reaction prediction with 1.9M reactions from USPTO patents (1976-2016). Task: Predict the product of the given reaction. (1) Given the reactants [H-].[Na+].[Br:3][C:4]1[CH:9]=[CH:8][C:7]([N:10]2[C:21]3[C:13](=[C:14]4[N:18]([C:19](=[O:23])[C:20]=3[CH3:22])[CH2:17][CH2:16][CH2:15]4)[NH:12][C:11]2=[O:24])=[C:6]([F:25])[CH:5]=1.[CH:26]1([S:29](Cl)(=[O:31])=[O:30])[CH2:28][CH2:27]1.CO, predict the reaction product. The product is: [Br:3][C:4]1[CH:9]=[CH:8][C:7]([N:10]2[C:21]3[C:13](=[C:14]4[N:18]([C:19](=[O:23])[C:20]=3[CH3:22])[CH2:17][CH2:16][CH2:15]4)[N:12]([S:29]([CH:26]3[CH2:28][CH2:27]3)(=[O:31])=[O:30])[C:11]2=[O:24])=[C:6]([F:25])[CH:5]=1. (2) Given the reactants [Cl:1][C:2]1[CH:3]=[C:4]([CH:22]=[C:23]([Cl:27])[C:24]=1[O:25]C)[C:5]([N:7]1[C:11]2[CH:12]=[C:13]([C:16]([F:19])([F:18])[F:17])[CH:14]=[CH:15][C:10]=2[S:9](=[O:21])(=[O:20])[CH2:8]1)=[O:6].[Cl-].[Li+].Cl, predict the reaction product. The product is: [Cl:1][C:2]1[CH:3]=[C:4]([CH:22]=[C:23]([Cl:27])[C:24]=1[OH:25])[C:5]([N:7]1[C:11]2[CH:12]=[C:13]([C:16]([F:18])([F:19])[F:17])[CH:14]=[CH:15][C:10]=2[S:9](=[O:20])(=[O:21])[CH2:8]1)=[O:6]. (3) The product is: [CH3:1][C:2]1([CH3:10])[O:7][C:6](=[O:8])[CH:5]([C:29](=[O:30])[C:28]2[CH:32]=[CH:33][C:25]([C:24]([F:23])([F:34])[F:35])=[CH:26][CH:27]=2)[C:4](=[O:9])[O:3]1. Given the reactants [CH3:1][C:2]1([CH3:10])[O:7][C:6](=[O:8])[CH2:5][C:4](=[O:9])[O:3]1.CCN=C=NCCCN(C)C.Cl.[F:23][C:24]([F:35])([F:34])[C:25]1[CH:33]=[CH:32][C:28]([C:29](O)=[O:30])=[CH:27][CH:26]=1.O, predict the reaction product. (4) The product is: [CH3:18][O:17][C@@H:5]([CH2:6][C:7]1[CH:8]=[CH:9][C:10]([O:13][CH2:14][CH2:15][O:30][C:21]2[CH:22]=[CH:23][C:24]3[C:29](=[CH:28][CH:27]=[CH:26][CH:25]=3)[CH:20]=2)=[CH:11][CH:12]=1)[C:4]([OH:3])=[O:19]. Given the reactants C([O:3][C:4](=[O:19])[C@@H:5]([O:17][CH3:18])[CH2:6][C:7]1[CH:12]=[CH:11][C:10]([O:13][CH2:14][CH2:15]Br)=[CH:9][CH:8]=1)C.[CH:20]1[C:29]2[C:24](=[CH:25][CH:26]=[CH:27][CH:28]=2)[CH:23]=[CH:22][C:21]=1[OH:30].CO[C@@H](CC1C=CC(OCCCOC2C=CC=CC=2)=CC=1)C(O)=O, predict the reaction product.